Task: Predict the reaction yield, written as a fraction of the theoretical maximum amount of product (1.0 means a 100% yield; for example, 0.34 means a 34% yield).. Dataset: Reaction yield outcomes from USPTO patents with 853,638 reactions (1) The reactants are ClC(Cl)(Cl)C([N:5]1[CH2:10][CH2:9][N:8]([C:11]2[CH:16]=[C:15]([S:17]([N:20]3[C:28]4[C:23](=[CH:24][C:25]([Cl:29])=[CH:26][CH:27]=4)[C:22]([CH:30]([F:32])[F:31])=[CH:21]3)(=[O:19])=[O:18])[CH:14]=[CH:13][C:12]=2[O:33][CH3:34])[CH2:7][CH2:6]1)=O.[OH-].[K+]. The catalyst is C1COCC1. The product is [Cl:29][C:25]1[CH:24]=[C:23]2[C:28](=[CH:27][CH:26]=1)[N:20]([S:17]([C:15]1[CH:14]=[CH:13][C:12]([O:33][CH3:34])=[C:11]([N:8]3[CH2:7][CH2:6][NH:5][CH2:10][CH2:9]3)[CH:16]=1)(=[O:19])=[O:18])[CH:21]=[C:22]2[CH:30]([F:31])[F:32]. The yield is 0.770. (2) The reactants are [C:1]([C:5]1[NH:6][C:7]([C:10]2[CH:15]=[CH:14][N:13]=[C:12]3[N:16]([CH2:19][O:20][CH2:21][CH2:22][Si:23]([CH3:26])([CH3:25])[CH3:24])[CH:17]=[CH:18][C:11]=23)=[CH:8][N:9]=1)([CH3:4])([CH3:3])[CH3:2].[C:27](=O)([O-])[O-].[K+].[K+].CN(C=O)C.CI. The catalyst is O. The product is [C:1]([C:5]1[N:9]([CH3:27])[CH:8]=[C:7]([C:10]2[CH:15]=[CH:14][N:13]=[C:12]3[N:16]([CH2:19][O:20][CH2:21][CH2:22][Si:23]([CH3:26])([CH3:25])[CH3:24])[CH:17]=[CH:18][C:11]=23)[N:6]=1)([CH3:4])([CH3:2])[CH3:3]. The yield is 0.510. (3) The reactants are [Br:1][C:2]1[CH:7]=[CH:6][C:5]([C@H:8]([NH2:10])[CH3:9])=[CH:4][CH:3]=1.[CH2:11]([S:13](Cl)(=[O:15])=[O:14])[CH3:12].N1C=CC=CC=1. The catalyst is C(Cl)Cl. The product is [Br:1][C:2]1[CH:7]=[CH:6][C:5]([C@H:8]([NH:10][S:13]([CH2:11][CH3:12])(=[O:15])=[O:14])[CH3:9])=[CH:4][CH:3]=1. The yield is 0.580. (4) The reactants are [CH3:1][O:2][C:3]1[CH:8]=[CH:7][C:6]([C:9](=O)[C:10]2[CH:15]=[CH:14][CH:13]=[CH:12][CH:11]=2)=[CH:5][CH:4]=1. The catalyst is C1COCC1.[Zn]. The product is [CH3:1][O:2][C:3]1[CH:8]=[CH:7][C:6]([C:9]([C:10]2[CH:15]=[CH:14][CH:13]=[CH:12][CH:11]=2)=[C:9]([C:6]2[CH:5]=[CH:4][C:3]([O:2][CH3:1])=[CH:8][CH:7]=2)[C:10]2[CH:11]=[CH:12][CH:13]=[CH:14][CH:15]=2)=[CH:5][CH:4]=1. The yield is 0.910.